This data is from Full USPTO retrosynthesis dataset with 1.9M reactions from patents (1976-2016). The task is: Predict the reactants needed to synthesize the given product. Given the product [CH:23]1([C@H:29]2[CH2:35][NH:34][C:33](=[S:10])[C@H:32]([NH:37][C:38](=[O:44])[O:39][C:40]([CH3:43])([CH3:42])[CH3:41])[CH2:31][CH2:30]2)[CH2:28][CH2:27][CH2:26][CH2:25][CH2:24]1, predict the reactants needed to synthesize it. The reactants are: COC1C=CC(P2(SP(C3C=CC(OC)=CC=3)(=S)S2)=[S:10])=CC=1.[CH:23]1([C@H:29]2[CH2:35][NH:34][C:33](=O)[C@H:32]([NH:37][C:38](=[O:44])[O:39][C:40]([CH3:43])([CH3:42])[CH3:41])[CH2:31][CH2:30]2)[CH2:28][CH2:27][CH2:26][CH2:25][CH2:24]1.